Dataset: Blood-brain barrier permeability classification from the B3DB database. Task: Regression/Classification. Given a drug SMILES string, predict its absorption, distribution, metabolism, or excretion properties. Task type varies by dataset: regression for continuous measurements (e.g., permeability, clearance, half-life) or binary classification for categorical outcomes (e.g., BBB penetration, CYP inhibition). Dataset: b3db_classification. (1) The result is 0 (does not penetrate BBB). The drug is CC(O)(CS(=O)(=O)c1ccc(F)cc1)C(=O)Nc1ccc(C#N)c(C(F)(F)F)c1. (2) The molecule is CC(C)(O)[C@@](C)(O)c1cccc(Cl)c1. The result is 1 (penetrates BBB). (3) The drug is CCC12CCN(CC3(O)CC3)[C@@H](Cc3ccc(O)cc31)C2(C)C. The result is 1 (penetrates BBB). (4) The molecule is CCN(CC)C(C)CN1c2ccccc2Sc2ccccc21. The result is 1 (penetrates BBB). (5) The molecule is O=C(c1cccnc1)N1CCOCC1. The result is 1 (penetrates BBB). (6) The result is 1 (penetrates BBB). The drug is CCC1C(=O)NC(=O)C1(C)c1ccccc1. (7) The molecule is CCC(c1ccccc1)c1c(O)c2ccccc2oc1=O. The result is 0 (does not penetrate BBB). (8) The drug is C=CCC1([C@H](C)CCC)C(=O)NC(=O)NC1=O. The result is 1 (penetrates BBB). (9) The compound is CC1(C)S[C@@H]2C(NC(=O)[C@H](NC(=O)c3c[nH]c4cccnc4c3=O)c3ccccc3)C(=O)N2[C@H]1C(=O)O. The result is 0 (does not penetrate BBB). (10) The compound is CC1(C)CN(CCN2CCN(c3cccc(Cl)c3)C2=O)C1. The result is 1 (penetrates BBB).